From a dataset of Catalyst prediction with 721,799 reactions and 888 catalyst types from USPTO. Predict which catalyst facilitates the given reaction. (1) Reactant: [Cl:1][C:2]1[CH:7]=[CH:6][C:5]([CH2:8]Cl)=[CH:4][N:3]=1.[S:10]1[CH2:14][CH2:13][NH:12][CH2:11]1.C(=O)([O-])[O-].[K+].[K+]. Product: [Cl:1][C:2]1[CH:7]=[CH:6][C:5]([CH2:8][N:12]2[CH2:13][CH2:14][S:10][CH2:11]2)=[CH:4][N:3]=1. The catalyst class is: 10. (2) Reactant: Br[C:2]1[N:3]([CH:31]([CH2:33][CH3:34])[CH3:32])[C:4]2[C:9]([N:10]=1)=[C:8]([C:11]1[CH:16]=[CH:15][CH:14]=[C:13]([O:17][Si](C(C)(C)C)(C)C)[CH:12]=1)[N:7]=[C:6]([N:25]1[CH2:30][CH2:29][O:28][CH2:27][CH2:26]1)[N:5]=2.N1[CH:43]=[C:42]2[C:38](N=C[NH:41]2)=NC=1.C(N)(C)C. Product: [CH:31]([N:3]1[C:2]([NH:41][CH:42]([CH3:43])[CH3:38])=[N:10][C:9]2[C:4]1=[N:5][C:6]([N:25]1[CH2:30][CH2:29][O:28][CH2:27][CH2:26]1)=[N:7][C:8]=2[C:11]1[CH:12]=[C:13]([OH:17])[CH:14]=[CH:15][CH:16]=1)([CH2:33][CH3:34])[CH3:32]. The catalyst class is: 3. (3) Reactant: C(NC(C)C)(C)C.[Si:8]([O:15][C:16]1[CH:21]=[CH:20][C:19]([CH2:22][CH2:23][C:24]([O:26][CH2:27][CH3:28])=[O:25])=[CH:18][CH:17]=1)([C:11]([CH3:14])([CH3:13])[CH3:12])([CH3:10])[CH3:9].[O:29]=[C:30]([CH2:36][CH3:37])[C:31]([O:33][CH2:34][CH3:35])=[O:32].CCCCCC.C(OCC)(=O)C. Product: [Si:8]([O:15][C:16]1[CH:17]=[CH:18][C:19]([CH2:22][CH:23]([C:24]([O:26][CH2:27][CH3:28])=[O:25])[C:30]([CH2:36][CH3:37])([OH:29])[C:31]([O:33][CH2:34][CH3:35])=[O:32])=[CH:20][CH:21]=1)([C:11]([CH3:14])([CH3:13])[CH3:12])([CH3:10])[CH3:9]. The catalyst class is: 7. (4) Reactant: [CH3:1][O:2][C:3]1[CH:8]=[CH:7][C:6]([C@@H:9]([NH:11][C:12](=[O:17])[CH:13]=[C:14]([NH2:16])[CH3:15])[CH3:10])=[CH:5][CH:4]=1.[Br:18][C:19]1[CH:20]=[C:21]([CH:24]=[C:25]([O:28][CH2:29][CH3:30])[C:26]=1[OH:27])[CH:22]=O.[CH2:31]([CH:34]1[CH2:39][C:38](=[O:40])[CH2:37][C:36](=O)[CH2:35]1)[CH2:32][CH3:33]. Product: [CH3:1][O:2][C:3]1[CH:4]=[CH:5][C:6]([C@@H:9]([NH:11][C:12]([C:13]2[CH:22]([C:21]3[CH:24]=[C:25]([O:28][CH2:29][CH3:30])[C:26]([OH:27])=[C:19]([Br:18])[CH:20]=3)[C:37]3[C:38](=[O:40])[CH2:39][CH:34]([CH2:31][CH2:32][CH3:33])[CH2:35][C:36]=3[NH:16][C:14]=2[CH3:15])=[O:17])[CH3:10])=[CH:7][CH:8]=1. The catalyst class is: 8. (5) Reactant: Cl[C:2]1[N:11]=[CH:10][C:9]2[C:4](=[CH:5][C:6]([Cl:13])=[C:7]([F:12])[CH:8]=2)[N:3]=1.FC(F)(F)C(O)=O.FC(F)(F)C(O)=O.FC(F)(F)C(O)=O.[NH:35]1[CH2:38][CH:37]([C:39]2[C:40]([C:45]3[CH:54]=[CH:53][C:48]([C:49]([NH:51][CH3:52])=[O:50])=[C:47]([F:55])[CH:46]=3)=[N:41][CH:42]=[CH:43][N:44]=2)[CH2:36]1.C(=O)([O-])[O-].[K+].[K+].O. Product: [Cl:13][C:6]1[CH:5]=[C:4]2[C:9]([CH:10]=[N:11][C:2]([N:35]3[CH2:36][CH:37]([C:39]4[C:40]([C:45]5[CH:54]=[CH:53][C:48]([C:49]([NH:51][CH3:52])=[O:50])=[C:47]([F:55])[CH:46]=5)=[N:41][CH:42]=[CH:43][N:44]=4)[CH2:38]3)=[N:3]2)=[CH:8][C:7]=1[F:12]. The catalyst class is: 16. (6) Reactant: Cl.Cl.[CH3:3][C@H:4]1[C:12]2[C:11]([N:13]3[CH2:18][CH2:17][NH:16][CH2:15][CH2:14]3)=[N:10][CH:9]=[N:8][C:7]=2[C@H:6]([OH:19])[CH2:5]1.[C:20]([O:24][C:25]([NH:27][CH2:28][C@H:29]([C:33]1[CH:38]=[CH:37][C:36]([Cl:39])=[CH:35][CH:34]=1)[C:30](O)=[O:31])=[O:26])([CH3:23])([CH3:22])[CH3:21].C(N(C(C)C)CC)(C)C.CN(C(ON1N=NC2C=CC=CC1=2)=[N+](C)C)C.F[P-](F)(F)(F)(F)F. Product: [Cl:39][C:36]1[CH:37]=[CH:38][C:33]([C@H:29]([C:30]([N:16]2[CH2:15][CH2:14][N:13]([C:11]3[C:12]4[C@H:4]([CH3:3])[CH2:5][C@@H:6]([OH:19])[C:7]=4[N:8]=[CH:9][N:10]=3)[CH2:18][CH2:17]2)=[O:31])[CH2:28][NH:27][C:25](=[O:26])[O:24][C:20]([CH3:23])([CH3:21])[CH3:22])=[CH:34][CH:35]=1. The catalyst class is: 2. (7) Reactant: [NH2:1][C:2]1[C:6]([C:7]([O:9][CH2:10][CH3:11])=[O:8])=[CH:5][NH:4][N:3]=1.[Cl:12][C:13]1[N:18]=[C:17](Cl)[C:16]([Cl:20])=[CH:15][N:14]=1.C(=O)([O-])[O-].[Na+].[Na+]. Product: [Cl:12][C:13]1[N:18]=[C:17]([NH:1][C:2]2[C:6]([C:7]([O:9][CH2:10][CH3:11])=[O:8])=[CH:5][NH:4][N:3]=2)[C:16]([Cl:20])=[CH:15][N:14]=1. The catalyst class is: 14.